Dataset: Aqueous solubility values for 9,982 compounds from the AqSolDB database. Task: Regression/Classification. Given a drug SMILES string, predict its absorption, distribution, metabolism, or excretion properties. Task type varies by dataset: regression for continuous measurements (e.g., permeability, clearance, half-life) or binary classification for categorical outcomes (e.g., BBB penetration, CYP inhibition). For this dataset (solubility_aqsoldb), we predict Y. (1) The molecule is Clc1ccc(-c2c(Cl)ccc(Cl)c2Cl)cc1Cl. The Y is -7.65 log mol/L. (2) The molecule is CC1(C(=O)O)NCCc2cc(O)c(O)cc21. The Y is -0.750 log mol/L. (3) The compound is CCC(=O)OCC(=O)C1(OC(=O)CC)C(C)CC2C3CCC4=CC(=O)C=CC4(C)C3(F)C(O)CC21C. The Y is -3.77 log mol/L. (4) The compound is COC=O. The Y is 0.699 log mol/L. (5) The compound is CCCCCCCC1N(CCO)C=CN1CCC(=O)[O-].[Na+]. The Y is 0.213 log mol/L. (6) The drug is CC(C)OC(C)C. The Y is -1.52 log mol/L. (7) The drug is CC(C)CCCCCN(CCCCCC(C)C)CCCCCC(C)C. The Y is -4.06 log mol/L. (8) The compound is CC(=O)c1c(O)c(C)c(O)c2c1OC1=CC(=O)C(C(C)=O)C(=O)C12C. The Y is -3.54 log mol/L. (9) The drug is OCC1CN2CCN1CC2. The Y is 0.847 log mol/L. (10) The Y is -3.85 log mol/L. The molecule is O=C(O)CCC(=O)c1ccc2ccccc2c1.